This data is from Full USPTO retrosynthesis dataset with 1.9M reactions from patents (1976-2016). The task is: Predict the reactants needed to synthesize the given product. The reactants are: [F:1][C:2]([F:13])([C:6]1[CH:11]=[CH:10][C:9]([F:12])=[CH:8][CH:7]=1)[C:3]([OH:5])=O.N1C=CC=CC=1.[NH2:20][C:21]1[CH:25]=[CH:24][S:23][C:22]=1[C:26]([NH2:28])=[O:27]. Given the product [F:13][C:2]([F:1])([C:6]1[CH:11]=[CH:10][C:9]([F:12])=[CH:8][CH:7]=1)[C:3]([NH:20][C:21]1[CH:25]=[CH:24][S:23][C:22]=1[C:26]([NH2:28])=[O:27])=[O:5], predict the reactants needed to synthesize it.